From a dataset of Reaction yield outcomes from USPTO patents with 853,638 reactions. Predict the reaction yield, written as a fraction of the theoretical maximum amount of product (1.0 means a 100% yield; for example, 0.34 means a 34% yield). (1) The reactants are [O:1]=[C:2]1[C:8]2=[N:9][C:10]3[CH:15]=[CH:14][C:13]([C:16]([OH:18])=O)=[CH:12][C:11]=3[N:7]2[CH2:6][CH2:5][CH2:4][NH:3]1.C(N1C=CN=C1)([N:21]1C=CN=C1)=O.C[C:32]1[O:36][N:35]=[C:34](N)[CH:33]=1.[CH2:38]1[CH2:48][CH2:47]N2[C:41](=NCCC2)[CH2:40][CH2:39]1. The catalyst is C1COCC1. The product is [O:1]=[C:2]1[C:8]2=[N:9][C:10]3[CH:15]=[CH:14][C:13]([C:16]([NH:21][C:32]4[O:36][N:35]=[C:34]([C:38]5[CH:39]=[CH:40][CH:41]=[CH:47][CH:48]=5)[CH:33]=4)=[O:18])=[CH:12][C:11]=3[N:7]2[CH2:6][CH2:5][CH2:4][NH:3]1. The yield is 0.120. (2) No catalyst specified. The product is [CH2:21]([CH2:20][C:19]([NH:18][O:25][CH2:24][CH2:1][C:2]1[CH:3]=[CH:4][CH:5]=[CH:6][CH:7]=1)=[O:32])[CH3:22].[CH3:16]/[C:10](=[CH:9]\[CH3:17])/[C:11]([O-:13])=[O:12]. The reactants are [CH2:1](N/[C:9](/[CH3:17])=[C:10](/[CH3:16])\[C:11]([O:13]CC)=[O:12])[C:2]1[CH:7]=[CH:6][CH:5]=[CH:4][CH:3]=1.[N:18]1C=[CH:22][CH:21]=[CH:20][CH:19]=1.[CH3:24][O:25]CC(Cl)=O.C([O:32]CC)C. The yield is 0.913.